This data is from Full USPTO retrosynthesis dataset with 1.9M reactions from patents (1976-2016). The task is: Predict the reactants needed to synthesize the given product. (1) Given the product [CH2:39]([C:40]1[N:5]([CH2:4][CH2:3][N:2]([CH3:32])[CH3:1])[C:6]2[CH:11]=[CH:10][C:9]([NH:12][C:13]([NH:15][C:16]3[CH:21]=[CH:20][C:19]([O:22][C:23]4[CH:28]=[CH:27][CH:26]=[CH:25][CH:24]=4)=[CH:18][CH:17]=3)=[O:14])=[CH:8][C:7]=2[N:29]=1)[C:33]1[CH:38]=[CH:37][CH:36]=[CH:35][CH:34]=1, predict the reactants needed to synthesize it. The reactants are: [CH3:1][N:2]([CH3:32])[CH2:3][CH2:4][NH:5][C:6]1[CH:11]=[CH:10][C:9]([NH:12][C:13]([NH:15][C:16]2[CH:21]=[CH:20][C:19]([O:22][C:23]3[CH:28]=[CH:27][CH:26]=[CH:25][CH:24]=3)=[CH:18][CH:17]=2)=[O:14])=[CH:8][C:7]=1[N+:29]([O-])=O.[C:33]1([CH2:39][C:40](O)=O)[CH:38]=[CH:37][CH:36]=[CH:35][CH:34]=1.CN(C(ON1N=NC2C=CC=NC1=2)=[N+](C)C)C.F[P-](F)(F)(F)(F)F.C(NC(C)C)(C)C.C(=O)([O-])[O-].[Na+].[Na+]. (2) Given the product [Cl:1][C:2]1[CH:3]=[C:4]([C:9]2([CH3:18])[CH2:13][CH2:12][O:11][C:10]2=[O:14])[CH:5]=[CH:6][C:7]=1[Cl:8], predict the reactants needed to synthesize it. The reactants are: [Cl:1][C:2]1[CH:3]=[C:4]([CH:9]2[CH2:13][CH2:12][O:11][C:10]2=[O:14])[CH:5]=[CH:6][C:7]=1[Cl:8].[H-].[Na+].I[CH3:18].[NH4+].[Cl-].